This data is from Catalyst prediction with 721,799 reactions and 888 catalyst types from USPTO. The task is: Predict which catalyst facilitates the given reaction. (1) Reactant: Cl[C:2]1[C:3]2[N:10]([CH3:11])[C:9]([Cl:12])=[CH:8][C:4]=2[N:5]=[CH:6][N:7]=1.[Cl:13][C:14]1[CH:15]=[C:16]([CH:18]=[CH:19][C:20]=1[O:21][CH2:22][C:23]1[CH:28]=[CH:27][CH:26]=[C:25]([F:29])[CH:24]=1)[NH2:17]. Product: [Cl:12][C:9]1[N:10]([CH3:11])[C:3]2[C:2]([NH:17][C:16]3[CH:18]=[CH:19][C:20]([O:21][CH2:22][C:23]4[CH:28]=[CH:27][CH:26]=[C:25]([F:29])[CH:24]=4)=[C:14]([Cl:13])[CH:15]=3)=[N:7][CH:6]=[N:5][C:4]=2[CH:8]=1. The catalyst class is: 32. (2) Reactant: [OH:1][C:2]1[CH:7]=[CH:6][C:5]([CH2:8][C:9]([N:11]2[CH2:16][CH2:15][N:14]([C:17]3[N:24]=[CH:23][CH:22]=[CH:21][C:18]=3[C:19]#[N:20])[CH2:13][CH2:12]2)=[O:10])=[CH:4][CH:3]=1.[H-].[Na+].Br[CH2:28][C:29]1[CH:34]=[CH:33][CH:32]=[CH:31][N:30]=1. Product: [N:30]1[CH:31]=[CH:32][CH:33]=[CH:34][C:29]=1[CH2:28][O:1][C:2]1[CH:7]=[CH:6][C:5]([CH2:8][C:9]([N:11]2[CH2:12][CH2:13][N:14]([C:17]3[N:24]=[CH:23][CH:22]=[CH:21][C:18]=3[C:19]#[N:20])[CH2:15][CH2:16]2)=[O:10])=[CH:4][CH:3]=1. The catalyst class is: 9. (3) Reactant: [OH-].[Na+].C(O)C.[Cl:6][C:7]1[CH:8]=[C:9]([CH:32]=[CH:33][C:34]=1[F:35])[CH2:10][C:11]1[S:12][C:13]2[C:20]([C:21]3[CH:22]=[C:23]([CH:29]=[CH:30][CH:31]=3)[C:24]([O:26]CC)=[O:25])=[CH:19][CH:18]=[CH:17][C:14]=2[C:15]=1[CH3:16]. Product: [Cl:6][C:7]1[CH:8]=[C:9]([CH:32]=[CH:33][C:34]=1[F:35])[CH2:10][C:11]1[S:12][C:13]2[C:20]([C:21]3[CH:22]=[C:23]([CH:29]=[CH:30][CH:31]=3)[C:24]([OH:26])=[O:25])=[CH:19][CH:18]=[CH:17][C:14]=2[C:15]=1[CH3:16]. The catalyst class is: 1. (4) Reactant: C([O:3][C:4](=[O:33])[CH2:5][NH:6][C:7]([C:9]1[C:14](=[O:15])[N:13]([CH2:16][C:17]2[CH:22]=[CH:21][CH:20]=[CH:19][C:18]=2[C:23]([F:26])([F:25])[F:24])[C:12]([OH:27])=[C:11]([C:28](OC)=[O:29])[C:10]=1[OH:32])=[O:8])C.[CH:34]1([CH2:37][NH2:38])[CH2:36][CH2:35]1. Product: [CH:34]1([CH2:37][NH:38][C:28]([C:11]2[C:10]([OH:32])=[C:9]([C:7]([NH:6][CH2:5][C:4]([OH:3])=[O:33])=[O:8])[C:14](=[O:15])[N:13]([CH2:16][C:17]3[CH:22]=[CH:21][CH:20]=[CH:19][C:18]=3[C:23]([F:25])([F:24])[F:26])[C:12]=2[OH:27])=[O:29])[CH2:36][CH2:35]1. The catalyst class is: 22. (5) Reactant: [F:1][C:2]1[CH:3]=[C:4]([CH:28]=[C:29]([F:31])[CH:30]=1)[O:5][C:6]1[CH:11]=[CH:10][C:9]([C:12]2[C:20]3[C:15](=[N:16][CH:17]=[N:18][C:19]=3[NH2:21])[N:14]([C@@H:22]3[CH2:27][CH2:26][CH2:25][NH:24][CH2:23]3)[N:13]=2)=[CH:8][CH:7]=1.[C:32]([CH2:34][C:35](O)=[O:36])#[N:33].N1(C(N2C=CN=C2)=O)C=CN=C1. Product: [NH2:21][C:19]1[N:18]=[CH:17][N:16]=[C:15]2[N:14]([C@@H:22]3[CH2:27][CH2:26][CH2:25][N:24]([C:35](=[O:36])[CH2:34][C:32]#[N:33])[CH2:23]3)[N:13]=[C:12]([C:9]3[CH:10]=[CH:11][C:6]([O:5][C:4]4[CH:28]=[C:29]([F:31])[CH:30]=[C:2]([F:1])[CH:3]=4)=[CH:7][CH:8]=3)[C:20]=12. The catalyst class is: 4. (6) Reactant: [NH2:1][C:2]1[N:7]=[C:6]([N:8]2[CH2:13][C@H:12]([CH3:14])[CH2:11][C@@H:10]([N:15]([CH3:23])[C:16](=[O:22])[CH2:17][C:18]([CH3:21])([CH3:20])[CH3:19])[CH2:9]2)[CH:5]=[C:4]([C:24]2[CH:29]=[CH:28][C:27]([C:30]#[N:31])=[C:26](F)[CH:25]=2)[N:3]=1.O.[NH2:34][NH2:35]. Product: [NH2:1][C:2]1[N:7]=[C:6]([N:8]2[CH2:13][C@H:12]([CH3:14])[CH2:11][C@@H:10]([N:15]([CH3:23])[C:16](=[O:22])[CH2:17][C:18]([CH3:21])([CH3:20])[CH3:19])[CH2:9]2)[CH:5]=[C:4]([C:24]2[CH:25]=[C:26]3[C:27]([C:30]([NH2:31])=[N:34][NH:35]3)=[CH:28][CH:29]=2)[N:3]=1. The catalyst class is: 8.